This data is from Catalyst prediction with 721,799 reactions and 888 catalyst types from USPTO. The task is: Predict which catalyst facilitates the given reaction. (1) Reactant: [NH2:1][C:2]1[CH:7]=[C:6]([Cl:8])[N:5]=[C:4](Cl)[C:3]=1[N+:10]([O-:12])=[O:11].[CH2:13]([Sn](CCCC)(CCCC)C#CC)[CH2:14][CH2:15]C. Product: [Cl:8][C:6]1[N:5]=[C:4]([C:13]#[C:14][CH3:15])[C:3]([N+:10]([O-:12])=[O:11])=[C:2]([NH2:1])[CH:7]=1. The catalyst class is: 184. (2) Reactant: [C:1]1([C:7](=O)[CH2:8][C:9]2[CH:14]=[CH:13][CH:12]=[CH:11][CH:10]=2)[CH:6]=[CH:5][CH:4]=[CH:3][CH:2]=1.O([C:18](C)(C)C)[K].[C:22](=[S:24])=S.IC.O.[NH2:28][NH2:29]. Product: [CH3:18][S:24][C:22]1[NH:29][N:28]=[C:8]([C:9]2[CH:14]=[CH:13][CH:12]=[CH:11][CH:10]=2)[C:7]=1[C:1]1[CH:6]=[CH:5][CH:4]=[CH:3][CH:2]=1. The catalyst class is: 1. (3) Reactant: C([C:8]1[NH:9][CH:10]=[CH:11][N:12]=1)([C:8]1[NH:9][CH:10]=[CH:11][N:12]=1)=O.[CH3:13][C:14]1[N:15]=[C:16]([NH2:27])[S:17][C:18]=1[C:19]1[CH:24]=[CH:23][N:22]=[C:21]([S:25][CH3:26])[N:20]=1.CN([CH:31]=[O:32])C. Product: [CH3:13][C:14]1[N:15]=[C:16]([NH:27][C:31]([N:9]2[CH:10]=[CH:11][N:12]=[CH:8]2)=[O:32])[S:17][C:18]=1[C:19]1[CH:24]=[CH:23][N:22]=[C:21]([S:25][CH3:26])[N:20]=1. The catalyst class is: 66. (4) Reactant: [CH3:1][CH:2]1[C:10]2[CH:9]=[N:8][C:7]([NH:11][CH:12]3[CH2:17][CH2:16][O:15][CH2:14][CH2:13]3)=[N:6][C:5]=2[CH2:4][N:3]1C(OC(C)(C)C)=O.Cl. Product: [CH3:1][CH:2]1[C:10]2[CH:9]=[N:8][C:7]([NH:11][CH:12]3[CH2:17][CH2:16][O:15][CH2:14][CH2:13]3)=[N:6][C:5]=2[CH2:4][NH:3]1. The catalyst class is: 71. (5) Reactant: IC.[CH3:3][N:4]1[C:8]2[CH:9]=[C:10]([C:13]3[CH:14]=[C:15]([NH:19][S:20]([CH:23]4[CH2:25][CH2:24]4)(=[O:22])=[O:21])[CH:16]=[N:17][CH:18]=3)[CH:11]=[CH:12][C:7]=2[O:6][C:5]1=[O:26].[C:27](=O)([O-])[O-].[K+].[K+]. Product: [CH3:27][N:19]([C:15]1[CH:16]=[N:17][CH:18]=[C:13]([C:10]2[CH:11]=[CH:12][C:7]3[O:6][C:5](=[O:26])[N:4]([CH3:3])[C:8]=3[CH:9]=2)[CH:14]=1)[S:20]([CH:23]1[CH2:25][CH2:24]1)(=[O:22])=[O:21]. The catalyst class is: 39. (6) Reactant: [CH2:1]([C:9]1[CH:14]=[CH:13][C:12]([C:15](=[O:17])[CH3:16])=[CH:11][CH:10]=1)[CH2:2][CH2:3][CH2:4][CH2:5][CH2:6][CH2:7][CH3:8].[BrH:18].C(O)(=O)C.BrBr. Product: [Br:18][CH2:16][C:15]([C:12]1[CH:11]=[CH:10][C:9]([CH2:1][CH2:2][CH2:3][CH2:4][CH2:5][CH2:6][CH2:7][CH3:8])=[CH:14][CH:13]=1)=[O:17]. The catalyst class is: 15. (7) Reactant: C([O:3][C:4](=O)[CH2:5][C:6]([C:9]1[N:10]([CH2:21][CH2:22][OH:23])[C:11]2[C:16]([CH:17]=1)=[CH:15][C:14]([N+:18]([O-:20])=[O:19])=[CH:13][CH:12]=2)([CH3:8])[CH3:7])C.CC(C[AlH]CC(C)C)C.O. Product: [OH:23][CH2:22][CH2:21][N:10]1[C:11]2[C:16](=[CH:15][C:14]([N+:18]([O-:20])=[O:19])=[CH:13][CH:12]=2)[CH:17]=[C:9]1[C:6]([CH3:8])([CH3:7])[CH2:5][CH2:4][OH:3]. The catalyst class is: 1.